The task is: Regression. Given a peptide amino acid sequence and an MHC pseudo amino acid sequence, predict their binding affinity value. This is MHC class I binding data.. This data is from Peptide-MHC class I binding affinity with 185,985 pairs from IEDB/IMGT. The peptide sequence is ATTVITPMLR. The MHC is HLA-A31:01 with pseudo-sequence HLA-A31:01. The binding affinity (normalized) is 0.529.